Dataset: Catalyst prediction with 721,799 reactions and 888 catalyst types from USPTO. Task: Predict which catalyst facilitates the given reaction. Reactant: [N+:1]([C:4]1[CH:12]=[C:11]2[C:7]([CH:8]=[N:9][NH:10]2)=[CH:6][CH:5]=1)([O-:3])=[O:2].S(Cl)([Cl:16])(=O)=O. Product: [Cl:16][C:8]1[C:7]2[C:11](=[CH:12][C:4]([N+:1]([O-:3])=[O:2])=[CH:5][CH:6]=2)[NH:10][N:9]=1. The catalyst class is: 26.